The task is: Predict which catalyst facilitates the given reaction.. This data is from Catalyst prediction with 721,799 reactions and 888 catalyst types from USPTO. Reactant: [N:1]1[C:10]2[C:5](=[CH:6][C:7]([C:11]3([C:14]4[N:18]5[N:19]=[C:20]([C:23]6[CH:31]=[CH:30][C:26]([C:27]([OH:29])=O)=[CH:25][CH:24]=6)[CH:21]=[N:22][C:17]5=[N:16][N:15]=4)[CH2:13][CH2:12]3)=[CH:8][CH:9]=2)[CH:4]=[CH:3][CH:2]=1.F[C:33](F)(F)C(O)=O.[CH3:39][N:40]([C:44]1[CH:49]=[CH:48][CH:47]=[CH:46][N:45]=1)[CH2:41][CH2:42][NH2:43].F[P-](F)(F)(F)(F)F.N1(O[P+](N(C)C)(N(C)C)N(C)C)C2C=CC=CC=2N=N1.C(N(CC)C(C)C)(C)C. Product: [CH3:33][N:43]([CH2:42][CH2:41][N:40]([CH3:39])[C:44]1[CH:49]=[CH:48][CH:47]=[CH:46][N:45]=1)[C:27](=[O:29])[C:26]1[CH:30]=[CH:31][C:23]([C:20]2[CH:21]=[N:22][C:17]3[N:18]([C:14]([C:11]4([C:7]5[CH:6]=[C:5]6[C:10](=[CH:9][CH:8]=5)[N:1]=[CH:2][CH:3]=[CH:4]6)[CH2:13][CH2:12]4)=[N:15][N:16]=3)[N:19]=2)=[CH:24][CH:25]=1. The catalyst class is: 2.